Dataset: Full USPTO retrosynthesis dataset with 1.9M reactions from patents (1976-2016). Task: Predict the reactants needed to synthesize the given product. (1) Given the product [Cl:22][CH2:21][O:15][C:14](=[O:16])[CH2:13][CH2:12][CH2:11][CH2:10][CH2:9][NH:8][C:1]([O:3][C:4]([CH3:6])([CH3:7])[CH3:5])=[O:2], predict the reactants needed to synthesize it. The reactants are: [C:1]([NH:8][CH2:9][CH2:10][CH2:11][CH2:12][CH2:13][C:14]([OH:16])=[O:15])([O:3][C:4]([CH3:7])([CH3:6])[CH3:5])=[O:2].S(Cl)(O[CH2:21][Cl:22])(=O)=O. (2) The reactants are: Br.[CH3:2][O:3][CH2:4][CH2:5][O:6][CH2:7][CH2:8][N:9]1[C:13]([CH3:14])=[C:12]([CH3:15])[S:11][C:10]1=[NH:16].[C:17]12([C:27](O)=[O:28])[CH2:26][CH:21]3[CH2:22][CH:23]([CH2:25][CH:19]([CH2:20]3)[CH2:18]1)[CH2:24]2.C1(N=C=NC2CCCCC2)CCCCC1.O.ON1C2C=CC=CC=2N=N1.C(N(CC)C(C)C)(C)C. Given the product [CH3:2][O:3][CH2:4][CH2:5][O:6][CH2:7][CH2:8][N:9]1[C:13]([CH3:14])=[C:12]([CH3:15])[S:11]/[C:10]/1=[N:16]\[C:27]([C:17]12[CH2:26][CH:21]3[CH2:20][CH:19]([CH2:25][CH:23]([CH2:22]3)[CH2:24]1)[CH2:18]2)=[O:28], predict the reactants needed to synthesize it.